Dataset: Reaction yield outcomes from USPTO patents with 853,638 reactions. Task: Predict the reaction yield, written as a fraction of the theoretical maximum amount of product (1.0 means a 100% yield; for example, 0.34 means a 34% yield). The reactants are [CH:1]1([N:7]2[C:12]([OH:13])=[C:11]([C:14]([NH:16][CH2:17][C:18]([O:20]CC)=[O:19])=[O:15])[C:10](=[O:23])[NH:9][C:8]2=[O:24])[CH2:6][CH2:5][CH2:4][CH2:3][CH2:2]1.[C:25](=O)([O-])[O-].[K+].[K+].[CH3:31][C:32]1[CH:37]=[CH:36][CH:35]=[CH:34][CH:33]=1.Cl. The catalyst is CN(C)C=O. The product is [CH:1]1([N:7]2[C:12]([OH:13])=[C:11]([C:14]([NH:16][CH2:17][C:18]([OH:20])=[O:19])=[O:15])[C:10](=[O:23])[N:9]([CH2:31][C:32]3[CH:37]=[CH:36][CH:35]=[CH:34][C:33]=3[CH3:25])[C:8]2=[O:24])[CH2:6][CH2:5][CH2:4][CH2:3][CH2:2]1. The yield is 0.0300.